Dataset: Full USPTO retrosynthesis dataset with 1.9M reactions from patents (1976-2016). Task: Predict the reactants needed to synthesize the given product. (1) Given the product [C:30]1([CH2:36][C:37]([CH:2]([NH2:1])[CH2:3][CH2:4][CH2:5][C@H:6]2[CH2:10][NH:9]/[C:8](=[N:11]\[C:12]([C:14]3[C:19]([NH2:20])=[N:18][C:17]([NH2:21])=[C:16]([Cl:22])[N:15]=3)=[O:13])/[NH:7]2)=[O:38])[CH:35]=[CH:34][CH:33]=[CH:32][CH:31]=1, predict the reactants needed to synthesize it. The reactants are: [NH2:1][CH2:2][CH2:3][CH2:4][CH2:5][C@H:6]1[CH2:10][NH:9]/[C:8](=[N:11]\[C:12]([C:14]2[C:19]([NH2:20])=[N:18][C:17]([NH2:21])=[C:16]([Cl:22])[N:15]=2)=[O:13])/[NH:7]1.C(N(CC)CC)C.[C:30]1([CH2:36][C:37](Cl)=[O:38])[CH:35]=[CH:34][CH:33]=[CH:32][CH:31]=1. (2) Given the product [CH3:1][O:2][C:3]1[C:7]([C:8]([O:10][CH2:11][CH3:12])=[O:9])=[CH:6][N:5]([C:22]2[CH:27]=[N:26][C:25]([C:28]([F:31])([F:30])[F:29])=[CH:24][N:23]=2)[N:4]=1, predict the reactants needed to synthesize it. The reactants are: [CH3:1][O:2][C:3]1[C:7]([C:8]([O:10][CH2:11][CH3:12])=[O:9])=[CH:6][NH:5][N:4]=1.N1CCC[C@H]1C(O)=O.Cl[C:22]1[CH:27]=[N:26][C:25]([C:28]([F:31])([F:30])[F:29])=[CH:24][N:23]=1.C(=O)([O-])[O-].[K+].[K+].